Task: Predict the product of the given reaction.. Dataset: Forward reaction prediction with 1.9M reactions from USPTO patents (1976-2016) (1) Given the reactants [OH:1][CH:2]1[CH2:7][CH2:6][N:5]([C:8]2[N:13]=[N:12][C:11]([C:14]([OH:16])=O)=[CH:10][CH:9]=2)[CH2:4][CH2:3]1.[N:17]1[CH:18]=[CH:19][N:20]2[CH:25]=[CH:24][N:23]=[C:22]([N:26]3[CH2:30][CH2:29][C@H:28]([NH2:31])[CH2:27]3)[C:21]=12.C(N(CC)CC)C.CN(C(ON1N=NC2C=CC=NC1=2)=[N+](C)C)C.F[P-](F)(F)(F)(F)F, predict the reaction product. The product is: [OH:1][CH:2]1[CH2:3][CH2:4][N:5]([C:8]2[N:13]=[N:12][C:11]([C:14]([NH:31][C@H:28]3[CH2:29][CH2:30][N:26]([C:22]4[C:21]5[N:20]([CH:19]=[CH:18][N:17]=5)[CH:25]=[CH:24][N:23]=4)[CH2:27]3)=[O:16])=[CH:10][CH:9]=2)[CH2:6][CH2:7]1. (2) Given the reactants [O-]P([O-])([O-])=O.[K+].[K+].[K+].CC(N)CC1C=CC=CC=1.OP(O)(O)=O.C(OC([N:31]([CH3:50])[C:32]1[S:36][C:35]([C:37]2[CH:38]=[C:39]3[C:43](=[CH:44][CH:45]=2)[N:42](C([O-])=O)[CH:41]=[C:40]3I)=[N:34][N:33]=1)=O)(C)(C)C.[C:51]1([C:60]2[CH:65]=[CH:64][CH:63]=[CH:62][CH:61]=2)[CH:56]=[CH:55][CH:54]=[C:53](B(O)O)[CH:52]=1, predict the reaction product. The product is: [C:51]1([C:60]2[CH:61]=[CH:62][CH:63]=[CH:64][CH:65]=2)[CH:56]=[CH:55][CH:54]=[C:53]([C:40]2[C:39]3[C:43](=[CH:44][CH:45]=[C:37]([C:35]4[S:36][C:32]([NH:31][CH3:50])=[N:33][N:34]=4)[CH:38]=3)[NH:42][CH:41]=2)[CH:52]=1. (3) Given the reactants [H-].[Al+3].[Li+].[H-].[H-].[H-].C[O:8][C:9](=O)[C:10]1[CH:15]=[CH:14][C:13]([NH:16][C:17](=[O:19])[CH3:18])=[C:12]([I:20])[CH:11]=1, predict the reaction product. The product is: [OH:8][CH2:9][C:10]1[CH:15]=[CH:14][C:13]([NH:16][C:17](=[O:19])[CH3:18])=[C:12]([I:20])[CH:11]=1. (4) Given the reactants [O:1]1[C:5]2[CH:6]=[CH:7][CH:8]=[CH:9][C:4]=2[CH:3]=[C:2]1[C:10]([NH:12][C@@H:13]([CH2:29][CH2:30][CH2:31][NH:32][C:33](=[O:42])[CH2:34][CH2:35][C:36]1[CH:41]=[CH:40][CH:39]=[CH:38][CH:37]=1)[C:14]([NH:16][CH2:17][CH2:18][C:19]1[CH:28]=[CH:27][C:22]([C:23]([O:25]C)=[O:24])=[CH:21][CH:20]=1)=[O:15])=[O:11].[OH-].[Na+:44], predict the reaction product. The product is: [O:1]1[C:5]2[CH:6]=[CH:7][CH:8]=[CH:9][C:4]=2[CH:3]=[C:2]1[C:10]([NH:12][C@@H:13]([CH2:29][CH2:30][CH2:31][NH:32][C:33](=[O:42])[CH2:34][CH2:35][C:36]1[CH:37]=[CH:38][CH:39]=[CH:40][CH:41]=1)[C:14]([NH:16][CH2:17][CH2:18][C:19]1[CH:28]=[CH:27][C:22]([C:23]([O-:25])=[O:24])=[CH:21][CH:20]=1)=[O:15])=[O:11].[Na+:44].